This data is from Full USPTO retrosynthesis dataset with 1.9M reactions from patents (1976-2016). The task is: Predict the reactants needed to synthesize the given product. (1) Given the product [C:1]1([CH:7]([C:8]2[CH:9]=[CH:10][CH:11]=[CH:12][CH:13]=2)[NH:14][C:16]2[N:21]=[C:20]([NH:14][CH:7]([C:1]3[CH:6]=[CH:5][CH:4]=[CH:3][CH:2]=3)[C:8]3[CH:13]=[CH:12][CH:11]=[CH:10][CH:9]=3)[C:19]([F:23])=[CH:18][N:17]=2)[CH:6]=[CH:5][CH:4]=[CH:3][CH:2]=1, predict the reactants needed to synthesize it. The reactants are: [C:1]1([CH:7]([NH2:14])[C:8]2[CH:13]=[CH:12][CH:11]=[CH:10][CH:9]=2)[CH:6]=[CH:5][CH:4]=[CH:3][CH:2]=1.Cl[C:16]1[N:21]=[C:20](Cl)[C:19]([F:23])=[CH:18][N:17]=1. (2) Given the product [F:53][C:50]([F:51])([F:52])[C:42]1[CH:41]=[C:40]([CH:45]=[C:44]([C:46]([F:47])([F:49])[F:48])[CH:43]=1)[CH2:39][N:26]([CH2:25][C:16]1[CH:17]=[C:18]([C:21]([F:22])([F:23])[F:24])[CH:19]=[CH:20][C:15]=1[C:10]1[C:9]([OH:8])=[CH:14][CH:13]=[CH:12][CH:11]=1)[C:27]1[N:32]=[CH:31][C:30]([N:33]2[CH2:34][CH2:35][O:36][CH2:37][CH2:38]2)=[CH:29][N:28]=1, predict the reactants needed to synthesize it. The reactants are: C([O:8][C:9]1[CH:14]=[CH:13][CH:12]=[CH:11][C:10]=1[C:15]1[CH:20]=[CH:19][C:18]([C:21]([F:24])([F:23])[F:22])=[CH:17][C:16]=1[CH2:25][N:26]([CH2:39][C:40]1[CH:45]=[C:44]([C:46]([F:49])([F:48])[F:47])[CH:43]=[C:42]([C:50]([F:53])([F:52])[F:51])[CH:41]=1)[C:27]1[N:32]=[CH:31][C:30]([N:33]2[CH2:38][CH2:37][O:36][CH2:35][CH2:34]2)=[CH:29][N:28]=1)C1C=CC=CC=1. (3) The reactants are: [N+:1]([C:4]1[CH:5]=[C:6]([C:10]2[C:11]3[CH:18]=[CH:17][N:16]([CH2:19][O:20][CH2:21][CH2:22][Si:23]([CH3:26])([CH3:25])[CH3:24])[C:12]=3[N:13]=[CH:14][N:15]=2)[CH:7]=[CH:8][CH:9]=1)([O-:3])=[O:2].C1C(=O)N([Br:34])C(=O)C1. Given the product [Br:34][C:18]1[C:11]2[C:10]([C:6]3[CH:7]=[CH:8][CH:9]=[C:4]([N+:1]([O-:3])=[O:2])[CH:5]=3)=[N:15][CH:14]=[N:13][C:12]=2[N:16]([CH2:19][O:20][CH2:21][CH2:22][Si:23]([CH3:26])([CH3:25])[CH3:24])[CH:17]=1, predict the reactants needed to synthesize it. (4) The reactants are: [NH2:1][C:2]1[S:3][C:4]([C:11](=O)[CH2:12]Br)=[C:5]([C:7]([F:10])([F:9])[F:8])[N:6]=1.[CH:15]([O:18][C:19]1[CH:27]=[CH:26][C:22]([C:23]([NH2:25])=[O:24])=[CH:21][C:20]=1[NH:28][C:29]([NH2:31])=[S:30])([CH3:17])[CH3:16]. Given the product [NH2:1][C:2]1[S:3][C:4]([C:11]2[N:31]=[C:29]([NH:28][C:20]3[CH:21]=[C:22]([CH:26]=[CH:27][C:19]=3[O:18][CH:15]([CH3:17])[CH3:16])[C:23]([NH2:25])=[O:24])[S:30][CH:12]=2)=[C:5]([C:7]([F:10])([F:9])[F:8])[N:6]=1, predict the reactants needed to synthesize it.